This data is from CYP2C9 inhibition data for predicting drug metabolism from PubChem BioAssay. The task is: Regression/Classification. Given a drug SMILES string, predict its absorption, distribution, metabolism, or excretion properties. Task type varies by dataset: regression for continuous measurements (e.g., permeability, clearance, half-life) or binary classification for categorical outcomes (e.g., BBB penetration, CYP inhibition). Dataset: cyp2c9_veith. (1) The compound is Cc1ccc(CS(=O)(=O)CCC(=O)NCCN2CCCC2)cc1. The result is 0 (non-inhibitor). (2) The compound is c1ccc(C(CCN2CC3CCC(CC3)C2)c2ccccc2)cc1. The result is 0 (non-inhibitor). (3) The drug is C[Si](C)(c1ccc(C(=O)O)cc1)c1ccc(C(=O)O)cc1. The result is 0 (non-inhibitor). (4) The molecule is COCC(=O)N1CCC[C@@]2(CCN(c3ccccc3)C2)C1. The result is 0 (non-inhibitor). (5) The compound is COc1cccc(Cn2c(=O)c(CCc3ccccc3)nc3cnc(OC)nc32)c1. The result is 1 (inhibitor). (6) The compound is COc1cccc(Cn2c(=O)c(-c3ccc(F)cc3)nc3cnc(N4CCOCC4)nc32)c1. The result is 0 (non-inhibitor).